From a dataset of Forward reaction prediction with 1.9M reactions from USPTO patents (1976-2016). Predict the product of the given reaction. (1) Given the reactants [Br:1][C:2]1[C:3]([O:11][CH3:12])=[CH:4][C:5]([F:10])=[C:6]([CH:9]=1)C=O.O.C1(C)C=CC(S(O)(=O)=O)=CC=1.[CH:25]([O:30][CH3:31])([O:28][CH3:29])OC.C(N(CC)CC)C, predict the reaction product. The product is: [CH3:31][O:30][CH:25]([O:28][CH3:29])[C:6]1[CH:9]=[C:2]([Br:1])[C:3]([O:11][CH3:12])=[CH:4][C:5]=1[F:10]. (2) Given the reactants [F:1][C:2]1[CH:3]=[C:4]([C@H:8]2[CH2:10]O2)[CH:5]=[CH:6][CH:7]=1.[Si:11]([O:18][C@H:19]1[CH2:23][CH2:22][NH:21][CH2:20]1)([C:14]([CH3:17])([CH3:16])[CH3:15])([CH3:13])[CH3:12].[CH2:24]([N:26](CC)CC)C.CS(Cl)(=O)=O.CN, predict the reaction product. The product is: [Si:11]([O:18][C@H:19]1[CH2:23][CH2:22][N:21]([CH2:10][C@H:8]([C:4]2[CH:5]=[CH:6][CH:7]=[C:2]([F:1])[CH:3]=2)[NH:26][CH3:24])[CH2:20]1)([C:14]([CH3:17])([CH3:16])[CH3:15])([CH3:13])[CH3:12]. (3) Given the reactants COC1C=C(C=CC=1OC)C[NH:7][C:8]1[N:29]=[CH:28][C:11]2[C:12]3[N:16]([CH2:17][CH2:18][O:19][C:10]=2[CH:9]=1)[CH:15]=[C:14]([C:20]1[N:21]([CH:25]([CH3:27])[CH3:26])[N:22]=[CH:23][N:24]=1)[N:13]=3.C(O)(C(F)(F)F)=O, predict the reaction product. The product is: [CH:25]([N:21]1[C:20]([C:14]2[N:13]=[C:12]3[C:11]4[CH:28]=[N:29][C:8]([NH2:7])=[CH:9][C:10]=4[O:19][CH2:18][CH2:17][N:16]3[CH:15]=2)=[N:24][CH:23]=[N:22]1)([CH3:27])[CH3:26]. (4) Given the reactants Cl.[NH2:2][OH:3].C(N(C(C)C)CC)(C)C.[CH3:13][O:14][C:15](=[O:44])[C@@H:16]([NH:36][C:37]([O:39][C:40]([CH3:43])([CH3:42])[CH3:41])=[O:38])[CH2:17][C:18]1[CH:23]=[CH:22][C:21]([C:24]2[C:29]([O:30][CH3:31])=[CH:28][C:27]([CH:32]=O)=[CH:26][C:25]=2[O:34][CH3:35])=[CH:20][CH:19]=1, predict the reaction product. The product is: [CH3:13][O:14][C:15](=[O:44])[C@@H:16]([NH:36][C:37]([O:39][C:40]([CH3:42])([CH3:41])[CH3:43])=[O:38])[CH2:17][C:18]1[CH:23]=[CH:22][C:21]([C:24]2[C:25]([O:34][CH3:35])=[CH:26][C:27]([CH:32]=[N:2][OH:3])=[CH:28][C:29]=2[O:30][CH3:31])=[CH:20][CH:19]=1. (5) Given the reactants [CH2:1]([O:8][CH2:9][CH2:10][N:11]1[CH:15]=[C:14]([N:16]2[CH:21]=[CH:20][C:19](=[O:22])[C:18]([CH2:23][C:24]3[CH:29]=[CH:28][CH:27]=[C:26]([C:30]4[N:35]=[CH:34][C:33]([O:36][CH2:37][CH3:38])=[CH:32][N:31]=4)[CH:25]=3)=[N:17]2)[CH:13]=[N:12]1)[C:2]1[CH:7]=[CH:6][CH:5]=[CH:4][CH:3]=1.[CH2:39](OC1C=NC(C2C=C(C(C3C(=O)C=CN(C4C=NN(C)C=4)N=3)C)C=CC=2)=NC=1)C, predict the reaction product. The product is: [CH2:1]([O:8][CH2:9][CH2:10][N:11]1[CH:15]=[C:14]([N:16]2[CH:21]=[CH:20][C:19](=[O:22])[C:18]([CH:23]([C:24]3[CH:29]=[CH:28][CH:27]=[C:26]([C:30]4[N:35]=[CH:34][C:33]([O:36][CH2:37][CH3:38])=[CH:32][N:31]=4)[CH:25]=3)[CH3:39])=[N:17]2)[CH:13]=[N:12]1)[C:2]1[CH:3]=[CH:4][CH:5]=[CH:6][CH:7]=1.